From a dataset of Reaction yield outcomes from USPTO patents with 853,638 reactions. Predict the reaction yield, written as a fraction of the theoretical maximum amount of product (1.0 means a 100% yield; for example, 0.34 means a 34% yield). (1) The product is [CH3:1][C:2]1[C:3]([CH3:12])=[CH:4][C:5]2[S:9][C:8](=[N:10][C:19](=[O:20])[C:16]3[CH:17]=[CH:18][C:13]([CH3:22])=[CH:14][CH:15]=3)[N:7]([CH:24]([CH3:30])[C:25]([OH:27])=[O:26])[C:6]=2[CH:11]=1. The reactants are [CH3:1][C:2]1[C:3]([CH3:12])=[CH:4][C:5]2[S:9][C:8]([NH2:10])=[N:7][C:6]=2[CH:11]=1.[C:13]1([CH3:22])[CH:18]=[CH:17][C:16]([C:19](Cl)=[O:20])=[CH:15][CH:14]=1.Br[CH:24]([CH3:30])[C:25]([O:27]CC)=[O:26].COC1C=CC2N=C(N)SC=2C=1.ClC1C=C(C=CC=1)C(Cl)=O.BrCC(OCC)=O. The yield is 0.340. No catalyst specified. (2) The reactants are Br[C:2]1[CH:3]=[C:4]([CH2:8][NH:9][C:10](=[O:16])[O:11][C:12]([CH3:15])([CH3:14])[CH3:13])[CH:5]=[N:6][CH:7]=1.[CH:17]1(B(O)O)[CH2:19][CH2:18]1.P([O-])([O-])([O-])=O.[K+].[K+].[K+].C1(P(C2CCCCC2)C2CCCCC2)CCCCC1. The catalyst is C1(C)C=CC=CC=1.O.C([O-])(=O)C.[Pd+2].C([O-])(=O)C. The product is [CH:17]1([C:2]2[CH:3]=[C:4]([CH2:8][NH:9][C:10](=[O:16])[O:11][C:12]([CH3:15])([CH3:14])[CH3:13])[CH:5]=[N:6][CH:7]=2)[CH2:19][CH2:18]1. The yield is 0.600. (3) The reactants are [O-]S(C(F)(F)F)(=O)=O.[CH2:9]([O:11][C:12]([CH:14]1[CH2:23][C:22]2[C:17](=[CH:18][CH:19]=[CH:20][CH:21]=2)[C:16]([CH3:25])([CH3:24])[NH:15]1)=[O:13])[CH3:10].C[Si](C=[N+]=[N-])(C)C.[CH3:33][OH:34]. The catalyst is C(Cl)Cl. The product is [CH2:9]([O:11][C:12]([CH:14]1[CH2:23][C:22]2[C:17](=[CH:18][CH:19]=[C:20]([O:34][CH3:33])[CH:21]=2)[C:16]([CH3:24])([CH3:25])[NH:15]1)=[O:13])[CH3:10]. The yield is 0.960. (4) The product is [NH2:1][C:2]1[N:6]([CH3:7])[C:5](=[O:8])[C:4]([C:15]2[CH:20]=[CH:19][CH:18]=[C:17]([C:30]3[CH:31]=[CH:32][C:33]4[O:37][CH2:36][CH2:35][C:34]=4[CH:38]=3)[CH:16]=2)([C:9]2[CH:14]=[CH:13][CH:12]=[CH:11][CH:10]=2)[N:3]=1. The yield is 0.200. The reactants are [NH2:1][C:2]1[N:6]([CH3:7])[C:5](=[O:8])[C:4]([C:15]2[CH:20]=[CH:19][CH:18]=[C:17](Br)[CH:16]=2)([C:9]2[CH:14]=[CH:13][CH:12]=[CH:11][CH:10]=2)[N:3]=1.CC1(C)C(C)(C)OB([C:30]2[CH:31]=[CH:32][C:33]3[O:37][CH2:36][CH2:35][C:34]=3[CH:38]=2)O1. No catalyst specified. (5) The reactants are [Si:1]([O:8][CH2:9][C:10]([CH2:21]O)([C:16]([O:18][CH2:19][CH3:20])=[O:17])[C:11]([O:13][CH2:14][CH3:15])=[O:12])([C:4]([CH3:7])([CH3:6])[CH3:5])([CH3:3])[CH3:2].C(OC(=O)C)(=O)C.C(O)(=O)C.C([O-])([O-])=O.[Na+].[Na+].[CH3:40][S:41](C)=O. No catalyst specified. The product is [Si:1]([O:8][CH2:9][C:10]([CH2:21][S:41][CH3:40])([C:16]([O:18][CH2:19][CH3:20])=[O:17])[C:11]([O:13][CH2:14][CH3:15])=[O:12])([C:4]([CH3:7])([CH3:6])[CH3:5])([CH3:3])[CH3:2]. The yield is 0.910. (6) The reactants are [Cl:1][C:2]1[CH:3]=[C:4]([C:9]([N:11]2[CH2:16][CH2:15][CH2:14][CH:13]([CH2:17][CH3:18])[CH2:12]2)=[O:10])[CH:5]=[N:6][C:7]=1Cl.[NH2:19][C:20]1[CH:21]=[N:22][C:23]([CH3:26])=[CH:24][CH:25]=1.C1C=CC(P(C2C(C3C(P(C4C=CC=CC=4)C4C=CC=CC=4)=CC=C4C=3C=CC=C4)=C3C(C=CC=C3)=CC=2)C2C=CC=CC=2)=CC=1.C(=O)([O-])[O-].[K+].[K+]. The catalyst is C1(C)C=CC=CC=1.CCCCC.CCOCC.CC([O-])=O.CC([O-])=O.[Pd+2].CCOC(C)=O. The product is [Cl:1][C:2]1[CH:3]=[C:4]([C:9]([N:11]2[CH2:16][CH2:15][CH2:14][CH:13]([CH2:17][CH3:18])[CH2:12]2)=[O:10])[CH:5]=[N:6][C:7]=1[NH:19][C:20]1[CH:21]=[N:22][C:23]([CH3:26])=[CH:24][CH:25]=1. The yield is 0.270. (7) The reactants are [Br:1][C:2]1[CH:10]=[C:9]2[C:5]([C:6]([NH2:12])=[N:7][N:8]2[CH3:11])=[CH:4][CH:3]=1.O=[C:14]1[CH2:19][CH2:18][N:17]([C:20]([O:22][C:23]([CH3:26])([CH3:25])[CH3:24])=[O:21])[CH2:16][CH2:15]1.C([BH3-])#N.[Na+]. The catalyst is C(O)(=O)C.CO. The product is [Br:1][C:2]1[CH:10]=[C:9]2[C:5]([C:6]([NH:12][CH:14]3[CH2:19][CH2:18][N:17]([C:20]([O:22][C:23]([CH3:26])([CH3:25])[CH3:24])=[O:21])[CH2:16][CH2:15]3)=[N:7][N:8]2[CH3:11])=[CH:4][CH:3]=1. The yield is 0.970.